From a dataset of Forward reaction prediction with 1.9M reactions from USPTO patents (1976-2016). Predict the product of the given reaction. (1) Given the reactants [NH:1]1[CH2:4][CH2:3][CH2:2]1.Cl.C(N(CC)CC)C.Cl[S:14]([C:17]1[CH:18]=[C:19]([CH:23]=[CH:24][C:25]=1[NH:26][CH3:27])[C:20]([OH:22])=[O:21])(=[O:16])=[O:15], predict the reaction product. The product is: [N:1]1([S:14]([C:17]2[CH:18]=[C:19]([CH:23]=[CH:24][C:25]=2[NH:26][CH3:27])[C:20]([OH:22])=[O:21])(=[O:16])=[O:15])[CH2:4][CH2:3][CH2:2]1. (2) Given the reactants I[C:2]1[CH:3]=[C:4]([CH:7]=[CH:8][C:9]=1[CH3:10])[C:5]#[N:6].C([Mg]Cl)(C)C.C1COCC1.[Cl:21][C:22]1[CH:30]=[C:29]([N+:31]([O-:33])=[O:32])[CH:28]=[CH:27][C:23]=1[C:24](Cl)=[O:25], predict the reaction product. The product is: [Cl:21][C:22]1[CH:30]=[C:29]([N+:31]([O-:33])=[O:32])[CH:28]=[CH:27][C:23]=1[C:24]([C:2]1[CH:3]=[C:4]([CH:7]=[CH:8][C:9]=1[CH3:10])[C:5]#[N:6])=[O:25].